Dataset: Experimentally validated miRNA-target interactions with 360,000+ pairs, plus equal number of negative samples. Task: Binary Classification. Given a miRNA mature sequence and a target amino acid sequence, predict their likelihood of interaction. (1) The miRNA is hsa-miR-5682 with sequence GUAGCACCUUGCAGGAUAAGGU. The protein sequence of the target gene is MAVANSSPVNPVVFFDVSIGGQEVGRMKIELFADVVPKTAENFRQFCTGEFRKDGVPIGYKGSTFHRVIKDFMIQGGDFVNGDGTGVASIYRGPFADENFKLRHSAPGLLSMANSGPSTNGCQFFITCSKCDWLDGKHVVFGKIIDGLLVMRKIEFQAPLGKRVQAWTHSLTCPALTGILALILMPTE. Result: 0 (no interaction). (2) The miRNA is hsa-miR-6809-5p with sequence UGGCAAGGAAAGAAGAGGAUCA. The protein sequence of the target gene is MLHSPHKQPQNHKCGANFLQEDCKKALAFKWLISAGHYQPPRPTESVSALTTVHAGIFKAASSIYNRGHKFYLEKKGGTMASNSLFSAVTPCQQSFFWDPSTSRRFSPPSSSLQPGKMSDVSPVVAAQQQQQQQQQQQQQQQQQQQQQQQQQQQQQEAAAAAAAAAAAAAAAAAAVPRLRPPHDNRTMVEIIADHPAELVRTDSPNFLCSVLPSHWRCNKTLPVAFKVVALGEVPDGTVVTVMAGNDENYSAELRNASAVMKNQVARFNDLRFVGRSGRGKSFTLTITVFTNPPQVATYH.... Result: 0 (no interaction). (3) The miRNA is hsa-miR-6759-3p with sequence UGACCUUUGCCUCUCCCCUCAG. The protein sequence of the target gene is MAEYLASIFGTEKDKVNCSFYFKIGVCRHGDRCSRLHNKPTFSQTIVLLNLYRNPQNTAQTADGSHCHVSDVEVQEHYDSFFEEVFTELQEKYGEIEEMNVCDNLGDHLVGNVYVKFRREEDGERAVAELSNRWFNGQAVHGELSPVTDFRESCCRQYEMGECTRGGFCNFMHLRPISQNLQRQLYGRGPRRRSPPRFHTGHHPRERNHRCSPDHWHGRF. Result: 0 (no interaction).